From a dataset of Reaction yield outcomes from USPTO patents with 853,638 reactions. Predict the reaction yield, written as a fraction of the theoretical maximum amount of product (1.0 means a 100% yield; for example, 0.34 means a 34% yield). (1) The reactants are [C:1]([C:5]1[O:9][N:8]=[C:7]([NH:10][C:11]([NH:13][C:14]2[CH:19]=[CH:18][CH:17]=[C:16]([SH:20])[CH:15]=2)=[O:12])[CH:6]=1)([CH3:4])([CH3:3])[CH3:2].[C:21](=[O:24])([O-])[O-].[Cs+].[Cs+].C(C1ON=[C:33]([NH:36][C:37]([NH:39][C:40]2[CH:45]=[CH:44][C:43](Cl)=[C:42](O)[CH:41]=2)=O)C=1)(C)(C)C.C1C[O:51][CH2:50][CH2:49]1. No catalyst specified. The product is [C:1]([C:5]1[O:9][N:8]=[C:7]([NH:10][C:11]([NH:13][C:14]2[CH:19]=[CH:18][CH:17]=[C:16]([S:20][C:33]3[C:41]4[C:40](=[CH:45][C:44]([O:24][CH3:21])=[C:43]([O:51][CH2:50][CH3:49])[CH:42]=4)[N:39]=[CH:37][N:36]=3)[CH:15]=2)=[O:12])[CH:6]=1)([CH3:4])([CH3:2])[CH3:3]. The yield is 0.665. (2) The reactants are P(Cl)(Cl)([Cl:3])=O.[C:6]([O:10][C:11]([N:13]1[CH2:25][C:24]2[S:23][C:22]3[N:21]=[CH:20][NH:19][C:18](=O)[C:17]=3[C:16]=2[CH2:15][CH2:14]1)=[O:12])([CH3:9])([CH3:8])[CH3:7]. The catalyst is C(N(CC)CC)C. The product is [C:6]([O:10][C:11]([N:13]1[CH2:25][C:24]2[S:23][C:22]3[N:21]=[CH:20][N:19]=[C:18]([Cl:3])[C:17]=3[C:16]=2[CH2:15][CH2:14]1)=[O:12])([CH3:9])([CH3:8])[CH3:7]. The yield is 0.890. (3) The reactants are C1(P(C2C=CC=CC=2)C2C=CC=CC=2)C=CC=CC=1.[Br:20]N1C(=O)CCC1=O.[Cl:28][C:29]1[CH:30]=[C:31]([C@@H:39]([CH2:43][CH:44]2[CH2:48][CH2:47][CH2:46][CH2:45]2)[C:40]([OH:42])=O)[CH:32]=[CH:33][C:34]=1[S:35]([CH3:38])(=[O:37])=[O:36].[NH2:49][C:50]1[CH:55]=[CH:54][CH:53]=[CH:52][N:51]=1.N1C=CC=CC=1. The catalyst is C(Cl)Cl.O. The product is [Br:20][C:53]1[CH:54]=[CH:55][C:50]([NH:49][C:40](=[O:42])[C@@H:39]([C:31]2[CH:32]=[CH:33][C:34]([S:35]([CH3:38])(=[O:36])=[O:37])=[C:29]([Cl:28])[CH:30]=2)[CH2:43][CH:44]2[CH2:48][CH2:47][CH2:46][CH2:45]2)=[N:51][CH:52]=1. The yield is 0.760. (4) The reactants are [C:1]([O:5][C:6](=[O:26])[NH:7][CH2:8][C:9]1[C:14]([C:15]2[CH:20]=[CH:19][C:18]([Cl:21])=[CH:17][C:16]=2[Cl:22])=[CH:13][N:12]2[CH:23]=[CH:24][N:25]=[C:11]2[CH:10]=1)([CH3:4])([CH3:3])[CH3:2].C1C(=O)N([Br:34])C(=O)C1. The catalyst is CN(C=O)C.CCOC(C)=O. The product is [C:1]([O:5][C:6](=[O:26])[NH:7][CH2:8][C:9]1[C:14]([C:15]2[CH:20]=[CH:19][C:18]([Cl:21])=[CH:17][C:16]=2[Cl:22])=[CH:13][N:12]2[C:23]([Br:34])=[CH:24][N:25]=[C:11]2[CH:10]=1)([CH3:4])([CH3:2])[CH3:3]. The yield is 0.670.